Dataset: Full USPTO retrosynthesis dataset with 1.9M reactions from patents (1976-2016). Task: Predict the reactants needed to synthesize the given product. (1) The reactants are: [C:1]([O:5]C([N:8]1[CH:13]2[CH2:14][CH2:15][CH2:16][CH:9]1[CH2:10][N:11]([C:17]1[N:18]=[N:19][C:20]([C:23]3[CH:24]=[C:25]4[C:29](=[CH:30][CH:31]=3)[NH:28][CH:27]=[CH:26]4)=[CH:21][CH:22]=1)[CH2:12]2)=O)(C)(C)[CH3:2].[C:32]([OH:38])([C:34](F)(F)F)=[O:33].[OH-:39].[Na+]. Given the product [C:32]([OH:38])(=[O:33])/[CH:34]=[CH:2]/[C:1]([OH:5])=[O:39].[NH:28]1[C:29]2[C:25](=[CH:24][C:23]([C:20]3[N:19]=[N:18][C:17]([N:11]4[CH2:12][CH:13]5[NH:8][CH:9]([CH2:16][CH2:15][CH2:14]5)[CH2:10]4)=[CH:22][CH:21]=3)=[CH:31][CH:30]=2)[CH:26]=[CH:27]1, predict the reactants needed to synthesize it. (2) Given the product [CH3:26][CH:23]1[CH2:22][CH2:21][CH:20]([C:18]([N:10]([CH:11]2[CH2:12][CH2:13][C:14](=[O:17])[CH2:15][CH2:16]2)[C:9]2[CH:8]=[C:7]([C:27]3[CH:28]=[CH:29][CH:30]=[CH:31][CH:32]=3)[S:6][C:5]=2[C:3]([OH:4])=[O:2])=[O:19])[CH2:25][CH2:24]1, predict the reactants needed to synthesize it. The reactants are: C[O:2][C:3]([C:5]1[S:6][C:7]([C:27]2[CH:32]=[CH:31][CH:30]=[CH:29][CH:28]=2)=[CH:8][C:9]=1[N:10]([C:18]([CH:20]1[CH2:25][CH2:24][CH:23]([CH3:26])[CH2:22][CH2:21]1)=[O:19])[CH:11]1[CH2:16][CH2:15][C:14](=[O:17])[CH2:13][CH2:12]1)=[O:4].O.[Li+].[OH-]. (3) Given the product [CH:9]1([CH2:12][CH2:13][O:14][C:15]2[CH:20]=[CH:19][N:18]([C:21]3[S:22][C:23]([C:27]([NH:8][CH2:7][C:3]4[CH:2]=[N:1][CH:6]=[CH:5][CH:4]=4)=[O:28])=[C:24]([CH3:26])[N:25]=3)[C:17](=[O:30])[CH:16]=2)[CH2:11][CH2:10]1, predict the reactants needed to synthesize it. The reactants are: [N:1]1[CH:6]=[CH:5][CH:4]=[C:3]([CH2:7][NH2:8])[CH:2]=1.[CH:9]1([CH2:12][CH2:13][O:14][C:15]2[CH:20]=[CH:19][N:18]([C:21]3[S:22][C:23]([C:27](O)=[O:28])=[C:24]([CH3:26])[N:25]=3)[C:17](=[O:30])[CH:16]=2)[CH2:11][CH2:10]1. (4) Given the product [OH:9][CH:5]([CH3:6])[CH2:13][CH2:14][S:15][C:16]1[C:24]2[C:23](=[O:25])[N:22]([CH3:26])[C:21](=[O:27])[N:20]([CH2:28][CH:29]([CH3:31])[CH3:30])[C:19]=2[S:18][C:17]=1[CH2:32][C:33]1[C:42]2[C:37](=[CH:38][CH:39]=[CH:40][CH:41]=2)[CH:36]=[CH:35][CH:34]=1, predict the reactants needed to synthesize it. The reactants are: CS(C)=O.[C:5](Cl)(=[O:9])[C:6](Cl)=O.OC[CH2:13][CH2:14][S:15][C:16]1[C:24]2[C:23](=[O:25])[N:22]([CH3:26])[C:21](=[O:27])[N:20]([CH2:28][CH:29]([CH3:31])[CH3:30])[C:19]=2[S:18][C:17]=1[CH2:32][C:33]1[C:42]2[C:37](=[CH:38][CH:39]=[CH:40][CH:41]=2)[CH:36]=[CH:35][CH:34]=1.C(N(CC)CC)C. (5) The reactants are: [Cl:1][C:2]1[CH:3]=[N:4][C:5]2[C:10]([C:11]=1O)=[CH:9][C:8]([C:13]([O:15][CH3:16])=[O:14])=[CH:7][CH:6]=2.P(Br)(Br)([Br:19])=O. Given the product [Br:19][C:11]1[C:10]2[C:5](=[CH:6][CH:7]=[C:8]([C:13]([O:15][CH3:16])=[O:14])[CH:9]=2)[N:4]=[CH:3][C:2]=1[Cl:1], predict the reactants needed to synthesize it. (6) Given the product [NH2:1][C:4]1[CH:9]=[CH:8][C:7]([C:10]2([C:14]([O:16][CH2:17][CH3:18])=[O:15])[CH2:13][CH2:12][CH2:11]2)=[CH:6][C:5]=1[O:19][CH2:20][C:21]([F:22])([F:23])[F:24], predict the reactants needed to synthesize it. The reactants are: [N+:1]([C:4]1[CH:9]=[CH:8][C:7]([C:10]2([C:14]([O:16][CH2:17][CH3:18])=[O:15])[CH2:13][CH2:12][CH2:11]2)=[CH:6][C:5]=1[O:19][CH2:20][C:21]([F:24])([F:23])[F:22])([O-])=O. (7) Given the product [C:6]([C:8]1[CH:9]=[C:10]2[C:15](=[CH:16][C:17]=1[O:18][CH2:19][C@H:20]([OH:21])[CH2:22][N:3]([CH2:4][CH3:5])[CH2:1][CH3:2])[N:14]=[CH:13][CH:12]=[C:11]2[O:23][C:24]1[CH:29]=[CH:28][C:27]([NH:30][C:31]([NH:33][CH:34]2[CH2:35][CH2:36]2)=[O:32])=[C:26]([CH3:37])[C:25]=1[CH3:38])#[N:7], predict the reactants needed to synthesize it. The reactants are: [CH2:1]([NH:3][CH2:4][CH3:5])[CH3:2].[C:6]([C:8]1[CH:9]=[C:10]2[C:15](=[CH:16][C:17]=1[O:18][CH2:19][C@H:20]1[CH2:22][O:21]1)[N:14]=[CH:13][CH:12]=[C:11]2[O:23][C:24]1[CH:29]=[CH:28][C:27]([NH:30][C:31]([NH:33][CH:34]2[CH2:36][CH2:35]2)=[O:32])=[C:26]([CH3:37])[C:25]=1[CH3:38])#[N:7]. (8) The reactants are: [C:1]([O:4][CH2:5][CH2:6][CH:7]1[C:11]2[CH:12]=[C:13]([C:16]3[C:24]4[C:19](=[CH:20][C:21]([F:25])=[CH:22][CH:23]=4)[N:18](C(OC(C)(C)C)=O)[CH:17]=3)[CH:14]=[CH:15][C:10]=2[S:9](=[O:34])(=[O:33])[N:8]1C(C)(C)C)(=[O:3])[CH3:2]. Given the product [C:1]([O:4][CH2:5][CH2:6][CH:7]1[C:11]2[CH:12]=[C:13]([C:16]3[C:24]4[C:19](=[CH:20][C:21]([F:25])=[CH:22][CH:23]=4)[NH:18][CH:17]=3)[CH:14]=[CH:15][C:10]=2[S:9](=[O:33])(=[O:34])[NH:8]1)(=[O:3])[CH3:2], predict the reactants needed to synthesize it.